This data is from Full USPTO retrosynthesis dataset with 1.9M reactions from patents (1976-2016). The task is: Predict the reactants needed to synthesize the given product. Given the product [CH:1]1([NH:7][C:8]([NH:10][C:11]2[N:12]=[C:13]3[CH:19]=[C:18]([CH3:20])[NH:17][C:14]3=[N:15][CH:16]=2)=[O:9])[CH2:2][CH2:3][CH2:4][CH2:5][CH2:6]1, predict the reactants needed to synthesize it. The reactants are: [CH:1]1([NH:7][C:8]([NH:10][C:11]2[N:12]=[C:13]3[CH:19]=[C:18]([CH3:20])[N:17](COCC[Si](C)(C)C)[C:14]3=[N:15][CH:16]=2)=[O:9])[CH2:6][CH2:5][CH2:4][CH2:3][CH2:2]1.C(N)CN.